Task: Predict the reaction yield, written as a fraction of the theoretical maximum amount of product (1.0 means a 100% yield; for example, 0.34 means a 34% yield).. Dataset: Reaction yield outcomes from USPTO patents with 853,638 reactions (1) The reactants are [F:1][C:2]([F:18])([F:17])[C:3]1[CH:4]=[C:5]([CH2:13][C:14]([OH:16])=[O:15])[CH:6]=[C:7]([C:9]([F:12])([F:11])[F:10])[CH:8]=1.S(=O)(=O)(O)O.[C:24](=O)([O-])O.[Na+]. The catalyst is CO. The product is [F:1][C:2]([F:17])([F:18])[C:3]1[CH:4]=[C:5]([CH2:13][C:14]([O:16][CH3:24])=[O:15])[CH:6]=[C:7]([C:9]([F:11])([F:12])[F:10])[CH:8]=1. The yield is 1.00. (2) The reactants are O.[OH-].[Li+].C[O:5][C:6](=[O:31])[C:7]1[CH:12]=[CH:11][C:10]([N:13]2[CH:17]=[C:16]([C:18]3[N:19]([CH3:30])[N:20]=[N:21][C:22]=3[C:23]3[CH:28]=[CH:27][C:26]([F:29])=[CH:25][CH:24]=3)[N:15]=[CH:14]2)=[CH:9][CH:8]=1. The catalyst is O.C1COCC1.CO. The product is [F:29][C:26]1[CH:27]=[CH:28][C:23]([C:22]2[N:21]=[N:20][N:19]([CH3:30])[C:18]=2[C:16]2[N:15]=[CH:14][N:13]([C:10]3[CH:9]=[CH:8][C:7]([C:6]([OH:31])=[O:5])=[CH:12][CH:11]=3)[CH:17]=2)=[CH:24][CH:25]=1. The yield is 0.860. (3) The reactants are Cl.[F:2][C:3]1([F:34])[O:7][C:6]2[CH:8]=[CH:9][C:10]([C:12]3([C:15]([NH:17][C:18]4[N:23]=[C:22]([C:24]5[CH:25]=[C:26]([CH:30]=[CH:31][CH:32]=5)[C:27]([OH:29])=[O:28])[C:21]([CH3:33])=[CH:20][CH:19]=4)=[O:16])[CH2:14][CH2:13]3)=[CH:11][C:5]=2[O:4]1. The catalyst is O. The product is [F:34][C:3]1([F:2])[O:7][C:6]2[CH:8]=[CH:9][C:10]([C:12]3([C:15]([NH:17][C:18]4[N:23]=[C:22]([C:24]5[CH:25]=[C:26]([CH:30]=[CH:31][CH:32]=5)[C:27]([OH:29])=[O:28])[C:21]([CH3:33])=[CH:20][CH:19]=4)=[O:16])[CH2:14][CH2:13]3)=[CH:11][C:5]=2[O:4]1. The yield is 0.980. (4) The reactants are [CH:1]1([C:4]#[C:5][C:6]2[CH:11]=[CH:10][CH:9]=[CH:8][C:7]=2[CH:12]([O:28][CH2:29][CH2:30][CH2:31][O:32][CH3:33])[CH:13]2[CH2:18][CH2:17][CH2:16][N:15](S(CC[Si](C)(C)C)(=O)=O)[CH2:14]2)[CH2:3][CH2:2]1.[F-].C([N+](CC)(CC)CC)C. The catalyst is C(#N)C. The product is [CH3:33][O:32][CH2:31][CH2:30][CH2:29][O:28][CH:12]([C:7]1[CH:8]=[CH:9][CH:10]=[CH:11][C:6]=1[C:5]#[C:4][CH:1]1[CH2:2][CH2:3]1)[CH:13]1[CH2:18][CH2:17][CH2:16][NH:15][CH2:14]1. The yield is 0.950. (5) The catalyst is C(O)C. The yield is 0.660. The reactants are [OH:1][CH2:2][C:3]1O[CH:5]=[C:6]([O:10][CH2:11][C:12]2[CH:17]=[CH:16][C:15]([O:18][CH3:19])=[CH:14][CH:13]=2)[C:7](=[O:9])[CH:8]=1.[NH3:20]. The product is [OH:1][CH2:2][C:3]1[NH:20][CH:5]=[C:6]([O:10][CH2:11][C:12]2[CH:17]=[CH:16][C:15]([O:18][CH3:19])=[CH:14][CH:13]=2)[C:7](=[O:9])[CH:8]=1. (6) The reactants are [C:1]1([C:7]2[CH:15]=[CH:14][CH:13]=[C:12]3[C:8]=2[C:9]2[CH:19]=[CH:18][CH:17]=[N:16][C:10]=2[NH:11]3)[CH:6]=[CH:5][CH:4]=[CH:3][CH:2]=1.[CH2:20]([S:22](C1C=C(B(O)O)C=CC=1)(=[O:24])=[O:23])[CH3:21]. No catalyst specified. The product is [CH2:20]([S:22]([C:5]1[CH:6]=[C:1]([C:7]2[CH:15]=[CH:14][CH:13]=[C:12]3[C:8]=2[C:9]2[CH:19]=[CH:18][CH:17]=[N:16][C:10]=2[NH:11]3)[CH:2]=[CH:3][CH:4]=1)(=[O:24])=[O:23])[CH3:21]. The yield is 0.480. (7) The reactants are [Cl:1][C:2]1[CH:25]=[CH:24][C:5]([CH2:6][CH2:7][CH:8]2[CH2:13][CH2:12][N:11]([C:14]([O:16][N:17]3[C:21](=[O:22])[CH2:20][NH:19][C:18]3=[O:23])=[O:15])[CH2:10][CH2:9]2)=[CH:4][CH:3]=1.CI.[C:28]([O-])([O-])=O.[Cs+].[Cs+]. The catalyst is CC#N.[Cl-].[Na+].O. The product is [Cl:1][C:2]1[CH:25]=[CH:24][C:5]([CH2:6][CH2:7][CH:8]2[CH2:9][CH2:10][N:11]([C:14]([O:16][N:17]3[C:21](=[O:22])[CH2:20][N:19]([CH3:28])[C:18]3=[O:23])=[O:15])[CH2:12][CH2:13]2)=[CH:4][CH:3]=1. The yield is 0.590. (8) The reactants are [NH2:1][C:2]1[CH:24]=[CH:23][C:5]([CH2:6][CH2:7][O:8][C:9]2[CH:14]=[CH:13][C:12]([CH2:15][CH:16]([O:20][CH2:21][CH3:22])[C:17]([OH:19])=[O:18])=[CH:11][CH:10]=2)=[CH:4][CH:3]=1.[CH3:25][N:26]=[C:27](SC)[NH:28][C:29]1[CH:34]=[CH:33][CH:32]=[CH:31][CH:30]=1.C(N(CC)CC)C. The catalyst is CN(C=O)C.[Hg](Cl)Cl. The product is [NH:28]([C:27]([NH:1][C:2]1[CH:3]=[CH:4][C:5]([CH2:6][CH2:7][O:8][C:9]2[CH:14]=[CH:13][C:12]([CH2:15][CH:16]([O:20][CH2:21][CH3:22])[C:17]([OH:19])=[O:18])=[CH:11][CH:10]=2)=[CH:23][CH:24]=1)=[N:26][CH3:25])[C:29]1[CH:34]=[CH:33][CH:32]=[CH:31][CH:30]=1. The yield is 0.180.